From a dataset of Experimentally validated miRNA-target interactions with 360,000+ pairs, plus equal number of negative samples. Binary Classification. Given a miRNA mature sequence and a target amino acid sequence, predict their likelihood of interaction. (1) The miRNA is hsa-miR-6739-5p with sequence UGGGAAAGAGAAAGAACAAGUA. The protein sequence of the target gene is MFRLLRWRLGRTLLRAAGRRCGGCTARLLPERTGDAGTGAERLRTRGAPARGHGVLPLLAALAWFSRPAATAEQPGEDASDEAEAEIIQLLKQAKLSIMKDEPEAAELILHDALRLAYESDNRKAITYTYDLMANLAFIRGQLENAEQLFKATMSYLLGGGMKQEDNAIIEISLKLANIYAAQNKQEFALAGYEFCISTLEGKIEREKELAEDIMSEETANTYLLLGMCLDSCARYLLFSKQLSQAQRMYEKALQICQEIQGERHPQTIVLMSDLATTLDAQGHFDDAYIYMQRASDLAR.... Result: 0 (no interaction). (2) The miRNA is hsa-miR-6758-5p with sequence UAGAGAGGGGAAGGAUGUGAUGU. The protein sequence of the target gene is MARGDAGRGRGLLALTFCLLAARGELLLPQETTVELSCGVGPLQVILGPEQAAVLNCSLGAAAAGPPTRVTWSKDGDTLLEHDHLHLLPNGSLWLSQPLAPNGSDESVPEAVGVIEGNYSCLAHGPLGVLASQTAVVKLATLADFSLHPESQTVEENGTARFECHIEGLPAPIITWEKDQVTLPEEPRLIVLPNGVLQILDVQESDAGPYRCVATNSARQHFSQEALLSVAHRGSLASTRGQDVVIVAAPENTTVVSGQSVVMECVASADPTPFVSWVRQDGKPISTDVIVLGRTNLLIA.... Result: 1 (interaction). (3) The miRNA is hsa-miR-34a-3p with sequence CAAUCAGCAAGUAUACUGCCCU. The protein sequence of the target gene is MPMISVLGKMFLWQREGPGGRWTCQTSRRVASDPAWAVEWIELPRGLSLSSLGSARTLRGWSRSPRPSSVDSQDLPEVNVGDTVAMLPKSRRALTIQEIAALARSSLHGISQVVKDHVTKPTAMAQGRVAHLIEWKGWSKPSDSPAALESAFSSYSDLSEGEQEARFAAGVAEQFAIAEAKLRAWSSVDGDDSTDDSYDEDFTGGIDTDMAGPLGSHLQDLFTGRRFSRPVRQGSVEPESDCSQTVSPDTLCSSLCSLEDGLLGSPARMTSQLLGEELLLARLPPSRESAFRSLGPLEAQ.... Result: 0 (no interaction). (4) The miRNA is hsa-miR-1296-5p with sequence UUAGGGCCCUGGCUCCAUCUCC. The protein sequence of the target gene is MASAVSPANLPAVLLQPRWKRVVGWSGPVPRPRHGHRAVAIKELIVVFGGGNEGIVDELHVYNTATNQWFIPAVRGDIPPGCAAYGFVCDGTRLLVFGGMVEYGKYSNDLYELQASRWEWKRLKAKTPKNGPPPCPRLGHSFSLVGNKCYLFGGLANDSEDPKNNIPRYLNDLYILELRPGSGVVAWDIPITYGVLPPPRESHTAVVYTEKDNKKSKLVIYGGMSGCRLGDLWTLDIDTLTWNKPSLSGVAPLPRSLHSATTIGNKMYVFGGWVPLVMDDVKVATHEKEWKCTNTLACLN.... Result: 1 (interaction). (5) The miRNA is hsa-miR-208b-5p with sequence AAGCUUUUUGCUCGAAUUAUGU. The protein sequence of the target gene is MHRPRRRGTRPPPLALLAALLLAARGADAQETELSVSAELVPTSSWNTSSEIDKGSYLTLDEPMNNITTSLGQTAELHCKVSGNPPPSIRWFKNDAPVVQEPRRISFRATNYGSRLRIRNLDTTDTGYFQCVATNGKKVVSTTGVLFVKFGPPPTASPGSSDEYEEDGFCQPYRGIACARFIGNRTVYMESLHMQGEIENQITAAFTMIGTSSHLSDKCSQFAIPSLCHYAFPYCDETSSVPKPRDLCRDECEVLENVLCQTEYIFARSNPMILMRLKLPNCEDLPQPESPEAANCIRIG.... Result: 0 (no interaction). (6) The miRNA is hsa-miR-149-5p with sequence UCUGGCUCCGUGUCUUCACUCCC. The protein sequence of the target gene is MNSSKSSETQCTERGCFSSQMFLWTVAGIPILFLSACFITRCVVTFRIFQTCDEKKFQLPENFTELSCYNYGSGSVKNCCPLNWEYFQSSCYFFSTDTISWALSLKNCSAMGAHLVVINSQEEQEFLSYKKPKMREFFIGLSDQVVEGQWQWVDGTPLTKSLSFWDVGEPNNIATLEDCATMRDSSNPRQNWNDVTCFLNYFRICEMVGINPLNKGKSL. Result: 0 (no interaction). (7) The miRNA is hsa-miR-940 with sequence AAGGCAGGGCCCCCGCUCCCC. The protein sequence of the target gene is MSKLPRELTRDLERSLPAVASLGSSLSHSQSLSSHLLPPPEKRRAISDVRRTFCLFVTFDLLFISLLWIIELNTNTGIRKNLEQEIIQYNFKTSFFDIFVLAFFRFSGLLLGYAVLRLRHWWVIAVTTLVSSAFLIVKVILSELLSKGAFGYLLPIVSFVLAWLETWFLDFKVLPQEAEEERWYLAAQVAVARGPLLFSGALSEGQFYSPPESFAGSDNESDEEVAGKKSFSAQEREYIRQGKEATAVVDQILAQEENWKFEKNNEYGDTVYTIEVPFHGKTFILKTFLPCPAELVYQEV.... Result: 1 (interaction). (8) The miRNA is mmu-miR-3070-2-3p with sequence UGGUGCUAUGGUCAGGGGUAGA. The protein sequence of the target gene is MAERGRLGLPGAPGALNTPVPMNLFATWEVDGSSPSCVPRLCSLTLKKLVVFKELEKELISVVIAVKMQGSKRILRSHEIVLPPSGQVETDLALTFSLQYPHFLKREGNKLQIMLQRRKRYKNRTILGYKTLAAGSISMAEVMQHPSEGGQVLSLCSSIKEAPVKAAEIWIASLSSQPIDHEDSTMQAGPKAKSTDNYSEEEYESFSSEQEASDDAVQGQDLDEDDFDVGKPKKQRRSIVRTTSMTRQQNFKQKVVALLRRFKVSDEVLDSEQDPAEHIPEAEEDLDLLYDTLDMEHPSD.... Result: 0 (no interaction). (9) The protein sequence of the target gene is MEFPFDVDALFPERITVLDQHLRPPARRPGTTTPARVDLQQQIMTIVDELGKASAKAQHLPAPITSALRMQSNRHVIYILKDTSARPAGKGAIIGFLKVGYKKLFVLDDREAHNEVEPLCILDFYIHESVQRHGHGRELFQHMLQKERVEPHQLAIDRPSPKLLKFLNKHYNLETTVPQVNNFVIFEGFFAHQHRPPTSSLRATRHSRAAVADPIPAAPARKLPPKRAEGDIKPYSSSDREFLKVAVEPPWPLNRAPRRATPPAHPPPRSSSLGNSPDRGPLRPFVPEQELLRSLRLCPP.... The miRNA is hsa-miR-122-5p with sequence UGGAGUGUGACAAUGGUGUUUG. Result: 0 (no interaction).